This data is from Full USPTO retrosynthesis dataset with 1.9M reactions from patents (1976-2016). The task is: Predict the reactants needed to synthesize the given product. (1) Given the product [CH3:35][O:34][C:27]1[CH:28]=[CH:29][C:30]([CH2:32][N:1]2[CH2:6][CH2:5][CH:4]([C:7]3[C:15]4[C:10](=[CH:11][CH:12]=[CH:13][CH:14]=4)[N:9]([CH2:16][C:17]4[CH:21]=[CH:20][S:19][CH:18]=4)[CH:8]=3)[CH2:3][CH2:2]2)=[CH:31][C:26]=1[C:25]([OH:36])=[O:24], predict the reactants needed to synthesize it. The reactants are: [NH:1]1[CH2:6][CH2:5][CH:4]([C:7]2[C:15]3[C:10](=[CH:11][CH:12]=[CH:13][CH:14]=3)[N:9]([CH2:16][C:17]3[CH:21]=[CH:20][S:19][CH:18]=3)[CH:8]=2)[CH2:3][CH2:2]1.C([O:24][C:25](=[O:36])[C:26]1[CH:31]=[C:30]([CH2:32]Br)[CH:29]=[CH:28][C:27]=1[O:34][CH3:35])C. (2) Given the product [C:18]([C:17]1[CH:20]=[CH:21][C:14]([S:3][C:4]2[CH:5]=[C:6]([CH:10]=[CH:11][CH:12]=2)[C:7]([OH:9])=[O:8])=[N:15][CH:16]=1)#[N:19], predict the reactants needed to synthesize it. The reactants are: [H-].[Na+].[SH:3][C:4]1[CH:5]=[C:6]([CH:10]=[CH:11][CH:12]=1)[C:7]([OH:9])=[O:8].Cl[C:14]1[CH:21]=[CH:20][C:17]([C:18]#[N:19])=[CH:16][N:15]=1.Cl. (3) Given the product [Cl:1][C:2]1[CH:7]=[CH:6][C:5]([NH:8][C:9](=[O:10])[NH:15][C:16]2[CH:35]=[CH:34][C:19]([O:20][C:21]3[CH:26]=[CH:25][N:24]=[C:23]([C:27]([O:29][C:30]([CH3:31])([CH3:32])[CH3:33])=[O:28])[CH:22]=3)=[CH:18][CH:17]=2)=[CH:4][C:3]=1[C:11]([F:12])([F:13])[F:14], predict the reactants needed to synthesize it. The reactants are: [Cl:1][C:2]1[CH:7]=[CH:6][C:5]([N:8]=[C:9]=[O:10])=[CH:4][C:3]=1[C:11]([F:14])([F:13])[F:12].[NH2:15][C:16]1[CH:35]=[CH:34][C:19]([O:20][C:21]2[CH:26]=[CH:25][N:24]=[C:23]([C:27]([O:29][C:30]([CH3:33])([CH3:32])[CH3:31])=[O:28])[CH:22]=2)=[CH:18][CH:17]=1.